Regression. Given two drug SMILES strings and cell line genomic features, predict the synergy score measuring deviation from expected non-interaction effect. From a dataset of NCI-60 drug combinations with 297,098 pairs across 59 cell lines. (1) Drug 1: CN(CC1=CN=C2C(=N1)C(=NC(=N2)N)N)C3=CC=C(C=C3)C(=O)NC(CCC(=O)O)C(=O)O. Drug 2: CN(C(=O)NC(C=O)C(C(C(CO)O)O)O)N=O. Cell line: NCI-H522. Synergy scores: CSS=38.1, Synergy_ZIP=1.69, Synergy_Bliss=1.03, Synergy_Loewe=-57.2, Synergy_HSA=-3.14. (2) Cell line: OVCAR3. Drug 1: CC(C1=C(C=CC(=C1Cl)F)Cl)OC2=C(N=CC(=C2)C3=CN(N=C3)C4CCNCC4)N. Synergy scores: CSS=50.5, Synergy_ZIP=4.71, Synergy_Bliss=1.35, Synergy_Loewe=-44.3, Synergy_HSA=-0.0584. Drug 2: CC1=C2C(C(=O)C3(C(CC4C(C3C(C(C2(C)C)(CC1OC(=O)C(C(C5=CC=CC=C5)NC(=O)OC(C)(C)C)O)O)OC(=O)C6=CC=CC=C6)(CO4)OC(=O)C)O)C)O. (3) Drug 1: C1CN(P(=O)(OC1)NCCCl)CCCl. Synergy scores: CSS=9.02, Synergy_ZIP=-7.35, Synergy_Bliss=-10.4, Synergy_Loewe=-7.09, Synergy_HSA=-3.81. Drug 2: C(CCl)NC(=O)N(CCCl)N=O. Cell line: CCRF-CEM. (4) Drug 1: COC1=CC(=CC(=C1O)OC)C2C3C(COC3=O)C(C4=CC5=C(C=C24)OCO5)OC6C(C(C7C(O6)COC(O7)C8=CC=CS8)O)O. Drug 2: CS(=O)(=O)OCCCCOS(=O)(=O)C. Cell line: OVCAR-8. Synergy scores: CSS=34.4, Synergy_ZIP=-5.15, Synergy_Bliss=-0.163, Synergy_Loewe=-8.02, Synergy_HSA=2.37. (5) Drug 1: CC1=C(C=C(C=C1)C(=O)NC2=CC(=CC(=C2)C(F)(F)F)N3C=C(N=C3)C)NC4=NC=CC(=N4)C5=CN=CC=C5. Drug 2: CCCCC(=O)OCC(=O)C1(CC(C2=C(C1)C(=C3C(=C2O)C(=O)C4=C(C3=O)C=CC=C4OC)O)OC5CC(C(C(O5)C)O)NC(=O)C(F)(F)F)O. Cell line: LOX IMVI. Synergy scores: CSS=39.8, Synergy_ZIP=2.27, Synergy_Bliss=1.28, Synergy_Loewe=-8.35, Synergy_HSA=-2.69. (6) Drug 1: CC12CCC3C(C1CCC2=O)CC(=C)C4=CC(=O)C=CC34C. Drug 2: CCCCCOC(=O)NC1=NC(=O)N(C=C1F)C2C(C(C(O2)C)O)O. Cell line: TK-10. Synergy scores: CSS=45.0, Synergy_ZIP=4.85, Synergy_Bliss=6.20, Synergy_Loewe=-1.49, Synergy_HSA=5.61. (7) Drug 1: CCCCC(=O)OCC(=O)C1(CC(C2=C(C1)C(=C3C(=C2O)C(=O)C4=C(C3=O)C=CC=C4OC)O)OC5CC(C(C(O5)C)O)NC(=O)C(F)(F)F)O. Drug 2: CC(C)NC(=O)C1=CC=C(C=C1)CNNC.Cl. Cell line: SNB-19. Synergy scores: CSS=45.0, Synergy_ZIP=2.46, Synergy_Bliss=4.95, Synergy_Loewe=-17.1, Synergy_HSA=2.88.